Predict the product of the given reaction. From a dataset of Forward reaction prediction with 1.9M reactions from USPTO patents (1976-2016). (1) The product is: [F:1][C:2]1[CH:11]=[CH:10][C:9]2[N:8]=[CH:7][C:6](=[O:12])[N:5]3[CH2:13][C:14]([OH:18])([C:15]([O:17][CH3:20])=[O:16])[C:3]=1[C:4]=23. Given the reactants [F:1][C:2]1[CH:11]=[CH:10][C:9]2[N:8]=[CH:7][C:6](=[O:12])[N:5]3[CH2:13][C:14]([OH:18])([C:15]([OH:17])=[O:16])[C:3]=1[C:4]=23.F[C:20]1C(C2(C([O-])=O)CO2)=C2C(=CC=1)N=CC(OC)=N2.S(=O)(=O)(O)O, predict the reaction product. (2) Given the reactants [F:1][C:2]1[CH:7]=[CH:6][C:5]([N:8]2[C:11](=[O:12])[C@H:10]([S:13][CH2:14][C:15]([C:17]3[CH:22]=[CH:21][C:20]([F:23])=[CH:19][CH:18]=3)=[O:16])[C@H:9]2[C:24]2[CH:45]=[CH:44][C:27]([O:28][CH2:29][C:30]([NH:32][CH2:33][C:34]([NH:36][C@@H:37]([C:41]([OH:43])=[O:42])[CH:38]([CH3:40])[CH3:39])=[O:35])=[O:31])=[CH:26][CH:25]=2)=[CH:4][CH:3]=1.[BH4-].[Na+], predict the reaction product. The product is: [F:1][C:2]1[CH:7]=[CH:6][C:5]([N:8]2[C:11](=[O:12])[C@H:10]([S:13][CH2:14][CH:15]([C:17]3[CH:18]=[CH:19][C:20]([F:23])=[CH:21][CH:22]=3)[OH:16])[C@H:9]2[C:24]2[CH:25]=[CH:26][C:27]([O:28][CH2:29][C:30]([NH:32][CH2:33][C:34]([NH:36][C@@H:37]([C:41]([OH:43])=[O:42])[CH:38]([CH3:40])[CH3:39])=[O:35])=[O:31])=[CH:44][CH:45]=2)=[CH:4][CH:3]=1. (3) Given the reactants I[C:2]1[N:3]=[CH:4][N:5]([C:7]([C:20]2[CH:25]=[CH:24][CH:23]=[CH:22][CH:21]=2)([C:14]2[CH:19]=[CH:18][CH:17]=[CH:16][CH:15]=2)[C:8]2[CH:13]=[CH:12][CH:11]=[CH:10][CH:9]=2)[CH:6]=1.CC[Mg+].[Br-].Br[C:31]1[C:40]([F:41])=[CH:39][CH:38]=[CH:37][C:32]=1[C:33]([O:35][CH3:36])=[O:34], predict the reaction product. The product is: [F:41][C:40]1[C:31]([C:2]2[N:3]=[CH:4][N:5]([C:7]([C:8]3[CH:13]=[CH:12][CH:11]=[CH:10][CH:9]=3)([C:14]3[CH:19]=[CH:18][CH:17]=[CH:16][CH:15]=3)[C:20]3[CH:25]=[CH:24][CH:23]=[CH:22][CH:21]=3)[CH:6]=2)=[C:32]([CH:37]=[CH:38][CH:39]=1)[C:33]([O:35][CH3:36])=[O:34]. (4) Given the reactants [CH2:1]([O:3][C:4]([C:6]1[S:10][C:9]([C:11]2[CH:16]=[CH:15][C:14]([O:17][CH3:18])=[CH:13][CH:12]=2)=[N:8][C:7]=1[CH3:19])=[O:5])[CH3:2].[Br:20]N1C(=O)CCC1=O, predict the reaction product. The product is: [CH2:1]([O:3][C:4]([C:6]1[S:10][C:9]([C:11]2[CH:12]=[CH:13][C:14]([O:17][CH3:18])=[CH:15][CH:16]=2)=[N:8][C:7]=1[CH2:19][Br:20])=[O:5])[CH3:2]. (5) Given the reactants [H-].[H-].[H-].[H-].[Li+].[Al+3].[Al+3].[Cl-].[Cl-].[Cl-].[C:11]1([C:17]([C:31]2[CH:36]=[CH:35][CH:34]=[CH:33][CH:32]=2)([C:25]2[CH:30]=[CH:29][CH:28]=[CH:27][CH:26]=2)[O:18][CH2:19][C:20](=[CH2:24])[CH2:21]C#N)[CH:16]=[CH:15][CH:14]=[CH:13][CH:12]=1.[OH-:37].[Na+], predict the reaction product. The product is: [C:31]1([C:17]([C:11]2[CH:12]=[CH:13][CH:14]=[CH:15][CH:16]=2)([C:25]2[CH:26]=[CH:27][CH:28]=[CH:29][CH:30]=2)[O:18][CH2:19][C:20](=[CH2:24])[CH2:21][OH:37])[CH:36]=[CH:35][CH:34]=[CH:33][CH:32]=1. (6) The product is: [I:33][C:29]1[CH:28]=[C:27]([C:25]2[CH2:24][C:23](=[O:34])[NH:22][C:9]3[CH:10]=[C:11]([C:14]#[C:15][C:16]4[CH:21]=[CH:20][CH:19]=[CH:18][CH:17]=4)[CH:12]=[CH:13][C:8]=3[N:7]=2)[CH:32]=[CH:31][CH:30]=1. Given the reactants C(OC(=O)[NH:7][C:8]1[CH:13]=[CH:12][C:11]([C:14]#[C:15][C:16]2[CH:21]=[CH:20][CH:19]=[CH:18][CH:17]=2)=[CH:10][C:9]=1[NH:22][C:23](=[O:34])[CH2:24][C:25]([C:27]1[CH:32]=[CH:31][CH:30]=[C:29]([I:33])[CH:28]=1)=O)(C)(C)C.C(O)(C(F)(F)F)=O, predict the reaction product. (7) Given the reactants [Cl:1][CH2:2][CH:3]1[C:7]2=[C:8]3[C:17]4[C:12]([C:13](=[O:19])[NH:14][O:15][C:16]=4[CH:18]=[C:6]2[N:5]([C:20]([O:22]C(C)(C)C)=O)[CH2:4]1)=[CH:11][CH:10]=[CH:9]3.CCN(CC)CC.[NH:34]1[C:42]2[C:37](=[CH:38][CH:39]=[CH:40][CH:41]=2)[CH:36]=[C:35]1[C:43]([NH:45][C:46]1[CH:47]=[C:48]2[C:52](=[CH:53][CH:54]=1)[NH:51][C:50](C(OC1C(F)=C(F)C(F)=C(F)C=1F)=O)=[CH:49]2)=[O:44], predict the reaction product. The product is: [Cl:1][CH2:2][CH:3]1[C:7]2=[C:8]3[C:17]4[C:12]([C:13](=[O:19])[NH:14][O:15][C:16]=4[CH:18]=[C:6]2[N:5]([C:20]([C:50]2[NH:51][C:52]4[C:48]([CH:49]=2)=[CH:47][C:46]([NH:45][C:43]([C:35]2[NH:34][C:42]5[C:37]([CH:36]=2)=[CH:38][CH:39]=[CH:40][CH:41]=5)=[O:44])=[CH:54][CH:53]=4)=[O:22])[CH2:4]1)=[CH:11][CH:10]=[CH:9]3. (8) Given the reactants Cl[C:2]1[N:7]=[C:6]([N:8]2[CH2:13][CH2:12][O:11][CH2:10][CH2:9]2)[N:5]=[C:4]([N:14]2[CH2:19][CH2:18][O:17][CH2:16][CH2:15]2)[N:3]=1.[NH2:20][C:21]1[N:26]=[CH:25][C:24](B2OC(C)(C)C(C)(C)O2)=[CH:23][N:22]=1, predict the reaction product. The product is: [O:17]1[CH2:18][CH2:19][N:14]([C:4]2[N:5]=[C:6]([N:8]3[CH2:13][CH2:12][O:11][CH2:10][CH2:9]3)[N:7]=[C:2]([C:24]3[CH:23]=[N:22][C:21]([NH2:20])=[N:26][CH:25]=3)[N:3]=2)[CH2:15][CH2:16]1. (9) Given the reactants [Cl:1][C:2]1[CH:3]=[C:4]([NH2:9])[CH:5]=[CH:6][C:7]=1I.[Cl:10][C:11]1[CH:16]=[CH:15][C:14](B(O)O)=[CH:13][CH:12]=1.C([O-])([O-])=O.[Na+].[Na+], predict the reaction product. The product is: [Cl:1][C:2]1[CH:3]=[C:4]([NH2:9])[CH:5]=[CH:6][C:7]=1[C:14]1[CH:15]=[CH:16][C:11]([Cl:10])=[CH:12][CH:13]=1. (10) The product is: [Cl:1][C:2]1[CH:11]=[C:10]2[C:5]([CH:6]=[CH:7][C:8](/[CH:12]=[CH:13]/[C:14]3[CH:15]=[C:16]([CH:20]4[O:27][C:25](=[O:26])[C:24]5[CH:28]=[CH:29][CH:30]=[CH:31][C:23]=5[CH2:22][CH2:21]4)[CH:17]=[CH:18][CH:19]=3)=[N:9]2)=[CH:4][CH:3]=1. Given the reactants [Cl:1][C:2]1[CH:11]=[C:10]2[C:5]([CH:6]=[CH:7][C:8](/[CH:12]=[CH:13]/[C:14]3[CH:15]=[C:16]([CH:20](O)[CH2:21][CH2:22][C:23]4[CH:31]=[CH:30][CH:29]=[CH:28][C:24]=4[C:25]([OH:27])=[O:26])[CH:17]=[CH:18][CH:19]=3)=[N:9]2)=[CH:4][CH:3]=1.C1(N=C=NC2CCCCC2)CCCCC1, predict the reaction product.